Dataset: Forward reaction prediction with 1.9M reactions from USPTO patents (1976-2016). Task: Predict the product of the given reaction. (1) Given the reactants [CH3:1][N:2]1[CH:6]=[C:5]([CH2:7][CH2:8][NH:9]C(=O)OCC2C=CC=CC=2)[CH:4]=[N:3]1, predict the reaction product. The product is: [CH3:1][N:2]1[CH:6]=[C:5]([CH2:7][CH2:8][NH2:9])[CH:4]=[N:3]1. (2) Given the reactants [NH2:1][C:2]12[CH2:11][CH:6]3[CH2:7][CH:8]([CH2:10][CH:4]([CH2:5]3)[CH2:3]1)[CH2:9]2.CC1NC(C)=CC=1[C:18]1[CH:23]=[CH:22][CH:21]=[C:20]([C:24]2[CH:29]=[CH:28][C:27]([CH2:30][C:31](O)=O)=[CH:26][CH:25]=2)[N:19]=1.Cl.[NH2:36]O.CSC.B.[2H]C(Cl)(Cl)Cl.CO[2H], predict the reaction product. The product is: [C:2]12([NH:1][CH2:31][CH2:30][C:27]3[CH:28]=[CH:29][C:24]([C:20]4[N:19]=[C:18]([NH2:36])[CH:23]=[CH:22][CH:21]=4)=[CH:25][CH:26]=3)[CH2:3][CH:4]3[CH2:10][CH:8]([CH2:7][CH:6]([CH2:5]3)[CH2:11]1)[CH2:9]2. (3) The product is: [Cl:3][C:25]1[CH:24]=[CH:23][C:22]2[C:27]([CH:26]=1)=[C:28]1[C:19]([CH:18]=[CH:17][CH:16]=[CH:15]1)=[N:20][CH:21]=2. Given the reactants P(Cl)(Cl)([Cl:3])=O.CN(C)C1C=CC=CC=1.[CH:15]1[C:28]2[C:19](=[N:20][CH:21]=[C:22]3[C:27]=2[CH:26]=[CH:25][CH:24]=[CH:23]3)[CH:18]=[CH:17][CH:16]=1, predict the reaction product. (4) Given the reactants [C:1]1([CH3:20])[CH:6]=[CH:5][CH:4]=[C:3]([NH:7][CH2:8][CH2:9][C:10]2[CH:15]=[CH:14][C:13]([C:16]([F:19])([F:18])[F:17])=[CH:12][CH:11]=2)[CH:2]=1.[CH3:21][O:22][C:23]1[CH:28]=[CH:27][CH:26]=[CH:25][C:24]=1[CH2:29][C:30](O)=[O:31].CN(C(ON1N=NC2C=CC=CC1=2)=[N+](C)C)C.[B-](F)(F)(F)F.C(N(C(C)C)C(C)C)C, predict the reaction product. The product is: [CH3:21][O:22][C:23]1[CH:28]=[CH:27][CH:26]=[CH:25][C:24]=1[CH2:29][C:30]([N:7]([C:3]1[CH:2]=[C:1]([CH3:20])[CH:6]=[CH:5][CH:4]=1)[CH2:8][CH2:9][C:10]1[CH:15]=[CH:14][C:13]([C:16]([F:17])([F:18])[F:19])=[CH:12][CH:11]=1)=[O:31].